Task: Regression/Classification. Given a drug SMILES string, predict its toxicity properties. Task type varies by dataset: regression for continuous values (e.g., LD50, hERG inhibition percentage) or binary classification for toxic/non-toxic outcomes (e.g., AMES mutagenicity, cardiotoxicity, hepatotoxicity). Dataset: ames.. Dataset: Ames mutagenicity test results for genotoxicity prediction (1) The compound is CCOCC=O. The result is 0 (non-mutagenic). (2) The result is 0 (non-mutagenic). The compound is CN(Cc1cnc2nc(N)nc(N)c2n1)c1ccc(C(=O)NC(CCC(=O)O)C(=O)O)cc1. (3) The result is 1 (mutagenic). The drug is FC(F)(F)c1cccc(CN2C3c4ccccc4-c4ccccc4C32)c1. (4) The molecule is CC(C)C1=CC2=CCC3C(C)(C(=O)O)CCCC3(C)C2CC1. The result is 0 (non-mutagenic). (5) The result is 0 (non-mutagenic). The molecule is Cc1ccc(N=[N+]([O-])c2ccc(C)c([N+](=O)[O-])c2)cc1[N+](=O)[O-].